From a dataset of Forward reaction prediction with 1.9M reactions from USPTO patents (1976-2016). Predict the product of the given reaction. Given the reactants [N:1]1([C:7]2[CH:12]=[CH:11][C:10]([NH:13][C:14]([C:16]3[CH2:21][CH2:20][CH2:19][CH2:18][C:17]=3[C:22]3[CH:27]=[CH:26][C:25]([C:28]([F:31])([F:30])[F:29])=[CH:24][CH:23]=3)=[O:15])=[CH:9][CH:8]=2)[CH2:6][CH2:5][NH:4][CH2:3][CH2:2]1.[CH:32]([C:34]1[CH:39]=[CH:38][CH:37]=[CH:36][N:35]=1)=[CH2:33].C(O)(=O)C, predict the reaction product. The product is: [N:35]1[CH:36]=[CH:37][CH:38]=[CH:39][C:34]=1[CH2:32][CH2:33][N:4]1[CH2:5][CH2:6][N:1]([C:7]2[CH:8]=[CH:9][C:10]([NH:13][C:14]([C:16]3[CH2:21][CH2:20][CH2:19][CH2:18][C:17]=3[C:22]3[CH:23]=[CH:24][C:25]([C:28]([F:29])([F:31])[F:30])=[CH:26][CH:27]=3)=[O:15])=[CH:11][CH:12]=2)[CH2:2][CH2:3]1.